Task: Predict the product of the given reaction.. Dataset: Forward reaction prediction with 1.9M reactions from USPTO patents (1976-2016) (1) Given the reactants [Cl:1][C:2]1[CH:3]=[C:4]([CH:7]=[CH:8][CH:9]=1)[CH2:5]Cl.[H-].[Na+].[F:12][C:13]([F:22])([F:21])[CH2:14][CH2:15][CH:16]([C:19]#[N:20])[C:17]#[N:18], predict the reaction product. The product is: [Cl:1][C:2]1[CH:3]=[C:4]([CH:7]=[CH:8][CH:9]=1)[CH2:5][C:16]([CH2:15][CH2:14][C:13]([F:12])([F:21])[F:22])([C:17]#[N:18])[C:19]#[N:20]. (2) The product is: [CH2:1]([O:3][C:4](=[O:16])[CH:5]([C:6]1[S:10][N:9]=[C:8]([N:11]2[CH:15]=[CH:14][N:13]=[CH:12]2)[N:7]=1)[CH2:28][CH2:27][CH2:26][N:25]([CH2:30][C:31]1[CH:39]=[CH:38][C:34]2[O:35][CH2:36][O:37][C:33]=2[CH:32]=1)[C:24]([O:23][C:19]([CH3:22])([CH3:21])[CH3:20])=[O:40])[CH3:2]. Given the reactants [CH2:1]([O:3][C:4](=[O:16])[CH2:5][C:6]1[S:10][N:9]=[C:8]([N:11]2[CH:15]=[CH:14][N:13]=[CH:12]2)[N:7]=1)[CH3:2].[H-].[Na+].[C:19]([O:23][C:24](=[O:40])[N:25]([CH2:30][C:31]1[CH:39]=[CH:38][C:34]2[O:35][CH2:36][O:37][C:33]=2[CH:32]=1)[CH2:26][CH2:27][CH2:28]Br)([CH3:22])([CH3:21])[CH3:20].O, predict the reaction product.